From a dataset of Catalyst prediction with 721,799 reactions and 888 catalyst types from USPTO. Predict which catalyst facilitates the given reaction. (1) Reactant: [F:1][C:2]([F:20])([F:19])[CH:3]([C:9]1[CH:10]=[CH:11][C:12]([C:15]([O:17][CH3:18])=[O:16])=[N:13][CH:14]=1)OS(C)(=O)=O. Product: [F:20][C:2]([F:1])([F:19])[CH2:3][C:9]1[CH:10]=[CH:11][C:12]([C:15]([O:17][CH3:18])=[O:16])=[N:13][CH:14]=1. The catalyst class is: 19. (2) Reactant: [F:1][C:2]([F:32])([F:31])[C:3]1[CH:4]=[C:5]([C:13]2([C:27]([F:30])([F:29])[F:28])[CH2:17][CH2:16][N:15]([C:18]3[N:23]=[C:22]([Br:24])[C:21]([CH2:25]O)=[CH:20][CH:19]=3)[CH2:14]2)[CH:6]=[C:7]([C:9]([F:12])([F:11])[F:10])[CH:8]=1.C1(C)C=CC=CC=1.C1(P([N:54]=[N+:55]=[N-:56])(C2C=CC=CC=2)=O)C=CC=CC=1.C1CCN2C(=NCCC2)CC1. Product: [N:54]([CH2:25][C:21]1[C:22]([Br:24])=[N:23][C:18]([N:15]2[CH2:16][CH2:17][C:13]([C:5]3[CH:4]=[C:3]([C:2]([F:32])([F:31])[F:1])[CH:8]=[C:7]([C:9]([F:12])([F:11])[F:10])[CH:6]=3)([C:27]([F:30])([F:29])[F:28])[CH2:14]2)=[CH:19][CH:20]=1)=[N+:55]=[N-:56]. The catalyst class is: 90. (3) Reactant: C([O:3][C:4]([C:6]1[C:7]([C:12]2[C:17]([Cl:18])=[CH:16][C:15]([Cl:19])=[CH:14][N:13]=2)=[N:8][O:9][C:10]=1[CH3:11])=[O:5])C.[OH-].[Na+].C(O)C.Cl. Product: [Cl:18][C:17]1[C:12]([C:7]2[C:6]([C:4]([OH:5])=[O:3])=[C:10]([CH3:11])[O:9][N:8]=2)=[N:13][CH:14]=[C:15]([Cl:19])[CH:16]=1. The catalyst class is: 132. (4) Reactant: C(OC([C:11]1[C:19]2[C:14](=[CH:15][CH:16]=[C:17](OCCCl)[CH:18]=2)[NH:13][C:12]=1C)=O)C1C=CC=CC=1.C([O-])([O-])=O.[K+].[K+].CC12CC([NH:37]C1)CC(C)(C)C2. Product: [NH:13]1[C:14]2[C:19](=[CH:18][CH:17]=[CH:16][CH:15]=2)[CH:11]=[C:12]1[NH2:37]. The catalyst class is: 10. (5) Reactant: [NH2:1][C:2]1[C:3]([F:17])=[C:4]([N:9]([CH3:16])[S:10]([CH2:13][CH2:14][CH3:15])(=[O:12])=[O:11])[CH:5]=[CH:6][C:7]=1[F:8].C(=O)([O-])[O-].[K+].[K+].Cl[C:25]([O:27][C:28]1[CH:33]=[CH:32][CH:31]=[CH:30][CH:29]=1)=[O:26]. Product: [F:17][C:3]1[C:4]([N:9]([CH3:16])[S:10]([CH2:13][CH2:14][CH3:15])(=[O:12])=[O:11])=[CH:5][CH:6]=[C:7]([F:8])[C:2]=1[NH:1][C:25](=[O:26])[O:27][C:28]1[CH:33]=[CH:32][CH:31]=[CH:30][CH:29]=1. The catalyst class is: 1.